This data is from Catalyst prediction with 721,799 reactions and 888 catalyst types from USPTO. The task is: Predict which catalyst facilitates the given reaction. (1) Reactant: C([O:5][C:6](=[O:23])[C:7]1[CH:12]=[CH:11][C:10]([N:13]2[CH2:18][CH2:17][N:16]([CH3:19])[CH2:15][CH2:14]2)=[CH:9][C:8]=1[N+:20]([O-:22])=[O:21])(C)(C)C.[ClH:24]. Product: [ClH:24].[CH3:19][N:16]1[CH2:17][CH2:18][N:13]([C:10]2[CH:11]=[CH:12][C:7]([C:6]([OH:23])=[O:5])=[C:8]([N+:20]([O-:22])=[O:21])[CH:9]=2)[CH2:14][CH2:15]1. The catalyst class is: 12. (2) Reactant: [C:1]([N:8]1[CH2:13][CH2:12][C:11](=O)[CH2:10][CH2:9]1)([O:3][C:4]([CH3:7])([CH3:6])[CH3:5])=[O:2].[CH3:15][O:16][CH2:17][CH2:18][NH2:19].[BH4-].[Na+]. Product: [C:4]([O:3][C:1]([N:8]1[CH2:13][CH2:12][CH:11]([NH:19][CH2:18][CH2:17][O:16][CH3:15])[CH2:10][CH2:9]1)=[O:2])([CH3:7])([CH3:6])[CH3:5]. The catalyst class is: 100. (3) Reactant: [CH2:1]1[C@@H:3]([NH3+:4])[C@H:2]1[C:5]1[CH:10]=[CH:9][C:8]([F:11])=[C:7]([F:12])[CH:6]=1.C1C=CC(C(O)C([O-])=O)=CC=1.C(=O)([O-])[O-].[K+].[K+].Cl[C:31]1[C:32]2[N:43]=[N:42][N:41]([C@H:44]3[C@@H:48]4[O:49][C:50]([CH3:53])([CH3:52])[O:51][C@@H:47]4[C@@H:46]([O:54][CH2:55][CH2:56][OH:57])[CH2:45]3)[C:33]=2[N:34]=[C:35]([S:37][CH2:38][CH2:39][CH3:40])[N:36]=1. Product: [F:12][C:7]1[CH:6]=[C:5]([C@@H:2]2[CH2:1][C@H:3]2[NH:4][C:31]2[C:32]3[N:43]=[N:42][N:41]([C@H:44]4[C@@H:48]5[O:49][C:50]([CH3:52])([CH3:53])[O:51][C@@H:47]5[C@@H:46]([O:54][CH2:55][CH2:56][OH:57])[CH2:45]4)[C:33]=3[N:34]=[C:35]([S:37][CH2:38][CH2:39][CH3:40])[N:36]=2)[CH:10]=[CH:9][C:8]=1[F:11]. The catalyst class is: 6. (4) Reactant: [Cl:1][C:2]1[N:7]=[C:6](Cl)[C:5]([Cl:9])=[CH:4][N:3]=1.[NH2:10][CH:11]1[C:15]2([CH2:19][CH2:18][CH2:17][CH2:16]2)[CH2:14][N:13]([C:20]([O:22][C:23]([CH3:26])([CH3:25])[CH3:24])=[O:21])[CH2:12]1.CCN(CC)CC. Product: [Cl:1][C:2]1[N:7]=[C:6]([NH:10][CH:11]2[C:15]3([CH2:19][CH2:18][CH2:17][CH2:16]3)[CH2:14][N:13]([C:20]([O:22][C:23]([CH3:26])([CH3:25])[CH3:24])=[O:21])[CH2:12]2)[C:5]([Cl:9])=[CH:4][N:3]=1. The catalyst class is: 14. (5) Reactant: [Br-].[CH2:2]([O:4][C:5](=[O:13])[CH2:6][N+:7]1[CH:12]=[CH:11][N:10]=[CH:9][CH:8]=1)[CH3:3].[C:14]([CH:19]1[CH2:24][CH2:23][N:22]([C:25]([O:27][C:28]([CH3:31])([CH3:30])[CH3:29])=[O:26])[CH2:21][CH2:20]1)(=[O:18])[C:15]#[C:16][CH3:17].C(=O)([O-])[O-].[K+].[K+]. The catalyst class is: 16. Product: [C:28]([O:27][C:25]([N:22]1[CH2:23][CH2:24][CH:19]([C:14]([C:15]2[C:16]([CH3:17])=[C:6]([C:5]([O:4][CH2:2][CH3:3])=[O:13])[N:7]3[CH:12]=[CH:11][N:10]=[CH:9][C:8]=23)=[O:18])[CH2:20][CH2:21]1)=[O:26])([CH3:31])([CH3:30])[CH3:29]. (6) Reactant: C(OC(=O)[NH:7][C:8]1[CH:13]=[C:12]([N:14]2[CH2:19][CH2:18][O:17][CH2:16][CH2:15]2)[C:11]([C:20]([F:23])([F:22])[F:21])=[CH:10][C:9]=1[NH:24][C:25](=[O:48])[CH2:26][C:27](=O)[C:28]1[CH:33]=[CH:32][CH:31]=[C:30]([N:34]2[C:38]([CH2:39][O:40]C3CCCCO3)=[CH:37][N:36]=[N:35]2)[CH:29]=1)(C)(C)C.C(O)(C(F)(F)F)=O. Product: [OH:40][CH2:39][C:38]1[N:34]([C:30]2[CH:29]=[C:28]([C:27]3[CH2:26][C:25](=[O:48])[NH:24][C:9]4[CH:10]=[C:11]([C:20]([F:22])([F:21])[F:23])[C:12]([N:14]5[CH2:15][CH2:16][O:17][CH2:18][CH2:19]5)=[CH:13][C:8]=4[N:7]=3)[CH:33]=[CH:32][CH:31]=2)[N:35]=[N:36][CH:37]=1. The catalyst class is: 2. (7) Reactant: [CH2:1]([C:5]1[O:6][C:7]([C:10]([OH:12])=O)=[CH:8][N:9]=1)[CH2:2][CH2:3][CH3:4].Cl.[O:14]1[CH2:18][CH2:17][CH:16]([CH2:19][NH2:20])[CH2:15]1.C(N(CC)CC)C.ON1C2C=CC=CC=2N=N1.Cl.C(N=C=NCCCN(C)C)C. Product: [O:14]1[CH2:18][CH2:17][CH:16]([CH2:19][NH:20][C:10]([C:7]2[O:6][C:5]([CH2:1][CH2:2][CH2:3][CH3:4])=[N:9][CH:8]=2)=[O:12])[CH2:15]1. The catalyst class is: 408.